Dataset: Catalyst prediction with 721,799 reactions and 888 catalyst types from USPTO. Task: Predict which catalyst facilitates the given reaction. (1) Reactant: C(OC(=O)[NH:10][C@H:11]1[CH2:15][CH2:14][N:13]([C@H:16]2[CH2:21][CH2:20][C@@H:19]([NH:22][C:23]([O:25][C:26]([CH3:29])([CH3:28])[CH3:27])=[O:24])[CH2:18][C@H:17]2[CH2:30][CH2:31][CH3:32])[C:12]1=[O:33])C1C=CC=CC=1. Product: [C:26]([O:25][C:23](=[O:24])[NH:22][C@@H:19]1[CH2:20][CH2:21][C@H:16]([N:13]2[CH2:14][CH2:15][C@H:11]([NH2:10])[C:12]2=[O:33])[C@H:17]([CH2:30][CH2:31][CH3:32])[CH2:18]1)([CH3:29])([CH3:28])[CH3:27]. The catalyst class is: 19. (2) Reactant: [CH2:1]=[CH:2][C:3]1[CH:8]=[CH:7][CH:6]=[CH:5][CH:4]=1.[CH2:9]([Li])[CH2:10][CH2:11][CH3:12].C=CC=C.Cl[SiH2][Si](Cl)(Cl)Cl. Product: [CH2:1]=[CH:2][C:3]1[CH:8]=[CH:7][CH:6]=[CH:5][CH:4]=1.[CH2:9]=[CH:10][CH:11]=[CH2:12].[CH2:1]=[CH:2][C:3]1[CH:8]=[CH:7][CH:6]=[CH:5][CH:4]=1. The catalyst class is: 244. (3) Reactant: [F:1][C:2]1[CH:8]=[CH:7][CH:6]=[CH:5][C:3]=1[NH2:4].[Cl:9][C:10]1[N:19]=[C:18](Cl)[C:17]2[C:12](=[CH:13][CH:14]=[CH:15][CH:16]=2)[N:11]=1.CN(C)C=O.C(=O)([O-])[O-].[K+].[K+]. Product: [Cl:9][C:10]1[N:19]=[C:18]([NH:4][C:3]2[CH:5]=[CH:6][CH:7]=[CH:8][C:2]=2[F:1])[C:17]2[C:12](=[CH:13][CH:14]=[CH:15][CH:16]=2)[N:11]=1. The catalyst class is: 6. (4) Reactant: [C:1]([O:5][C:6]1[CH:14]=[CH:13][C:9]([C:10]([OH:12])=[O:11])=[CH:8][N:7]=1)([CH3:4])([CH3:3])[CH3:2].[CH3:15]C(C)=O.C(=O)([O-])[O-].[K+].[K+].CI. Product: [C:1]([O:5][C:6]1[CH:14]=[CH:13][C:9]([C:10]([O:12][CH3:15])=[O:11])=[CH:8][N:7]=1)([CH3:4])([CH3:2])[CH3:3]. The catalyst class is: 69. (5) Reactant: Br[C:2]1[CH:13]=[CH:12][C:5]([CH2:6][N:7]2[CH2:11][CH2:10][CH2:9][CH2:8]2)=[CH:4][CH:3]=1.[CH2:14]([OH:17])[C:15]#[CH:16].C(NC(C)C)(C)C. Product: [N:7]1([CH2:6][C:5]2[CH:12]=[CH:13][C:2]([C:16]#[C:15][CH2:14][OH:17])=[CH:3][CH:4]=2)[CH2:11][CH2:10][CH2:9][CH2:8]1. The catalyst class is: 767. (6) Reactant: [CH3:1][N:2]1[CH2:7][CH2:6][CH:5]([O:8][C:9]2[CH:14]=[CH:13][C:12]([NH:15]C(=O)OC(C)(C)C)=[CH:11][C:10]=2[C:23]([F:26])([F:25])[F:24])[CH2:4][CH2:3]1.C(O)(C(F)(F)F)=O. Product: [CH3:1][N:2]1[CH2:7][CH2:6][CH:5]([O:8][C:9]2[CH:14]=[CH:13][C:12]([NH2:15])=[CH:11][C:10]=2[C:23]([F:24])([F:25])[F:26])[CH2:4][CH2:3]1. The catalyst class is: 2. (7) Reactant: [C:1]([NH:9][C:10]1[N:15]=[CH:14][C:13]([CH:16]([CH3:22])[C:17]([O:19]CC)=[O:18])=[CH:12][CH:11]=1)(=[O:8])[C:2]1[CH:7]=[CH:6][CH:5]=[CH:4][CH:3]=1.O.[OH-].[Li+].Cl. Product: [C:1]([NH:9][C:10]1[N:15]=[CH:14][C:13]([CH:16]([CH3:22])[C:17]([OH:19])=[O:18])=[CH:12][CH:11]=1)(=[O:8])[C:2]1[CH:7]=[CH:6][CH:5]=[CH:4][CH:3]=1. The catalyst class is: 30. (8) Reactant: [NH2:1][C@@H:2]1[C@@H:17]([C:18]2[CH:23]=[C:22]([F:24])[C:21]([F:25])=[CH:20][C:19]=2[F:26])[CH2:16][C:5]2[N:6]=[C:7]3[CH:12]=[C:11]([C:13]([OH:15])=[O:14])[CH:10]=[CH:9][N:8]3[C:4]=2[CH2:3]1.C(=O)([O-])[O-].[K+].[K+].[CH3:33][C:34]([O:37][C:38](O[C:38]([O:37][C:34]([CH3:36])([CH3:35])[CH3:33])=[O:39])=[O:39])([CH3:36])[CH3:35]. Product: [C:34]([O:37][C:38]([NH:1][C@@H:2]1[C@@H:17]([C:18]2[CH:23]=[C:22]([F:24])[C:21]([F:25])=[CH:20][C:19]=2[F:26])[CH2:16][C:5]2[N:6]=[C:7]3[CH:12]=[C:11]([C:13]([OH:15])=[O:14])[CH:10]=[CH:9][N:8]3[C:4]=2[CH2:3]1)=[O:39])([CH3:36])([CH3:35])[CH3:33]. The catalyst class is: 5.